This data is from Forward reaction prediction with 1.9M reactions from USPTO patents (1976-2016). The task is: Predict the product of the given reaction. (1) Given the reactants [CH3:1][O:2][C:3]1[CH:4]=[C:5]2[C:10](=[CH:11][CH:12]=1)[N+:9]([O-])=[CH:8][C:7]([N+:14]([O-:16])=[O:15])=[CH:6]2.P(Cl)(Cl)([Cl:19])=O, predict the reaction product. The product is: [Cl:19][C:8]1[C:7]([N+:14]([O-:16])=[O:15])=[CH:6][C:5]2[C:10](=[CH:11][CH:12]=[C:3]([O:2][CH3:1])[CH:4]=2)[N:9]=1. (2) The product is: [Cl:1][C:2]1[C:3]([O:12][C:13]2[CH:18]=[C:17]([O:19][CH2:20][CH2:21][CH3:22])[CH:16]=[CH:15][C:14]=2[CH2:23][CH2:24][CH2:25][O:26][C:30]2[C:31]([CH2:33][C:34]([OH:36])=[O:35])=[CH:32][N:28]([CH3:27])[N:29]=2)=[N:4][CH:5]=[C:6]([C:8]([F:11])([F:10])[F:9])[CH:7]=1. Given the reactants [Cl:1][C:2]1[C:3]([O:12][C:13]2[CH:18]=[C:17]([O:19][CH2:20][CH2:21][CH3:22])[CH:16]=[CH:15][C:14]=2[CH2:23][CH2:24][CH2:25][OH:26])=[N:4][CH:5]=[C:6]([C:8]([F:11])([F:10])[F:9])[CH:7]=1.[CH3:27][N:28]1[CH:32]=[C:31]([CH2:33][C:34]([O:36]C)=[O:35])[C:30](O)=[N:29]1.C(P(CCCC)CCCC)CCC.N(C(N1CCCCC1)=O)=NC(N1CCCCC1)=O.O1CCCC1CO.[OH-].[Na+].Cl, predict the reaction product. (3) Given the reactants C[Si](C)(C)[O:3][C:4]1[CH2:5][CH2:6][N:7]([C:10]([O:12][C:13]([CH3:16])([CH3:15])[CH3:14])=[O:11])[CH2:8][CH:9]=1.[B-](F)(F)(F)[F:20].[B-](F)(F)(F)F.C1[N+]2(CCl)CC[N+](F)(CC2)C1, predict the reaction product. The product is: [F:20][CH:5]1[C:4](=[O:3])[CH2:9][CH2:8][N:7]([C:10]([O:12][C:13]([CH3:16])([CH3:15])[CH3:14])=[O:11])[CH2:6]1. (4) Given the reactants [C:1]([O:5][C:6](=[O:32])[N:7]([C:16]1[S:17][C:18](I)=[CH:19][C@:20]([C:23]2[CH:28]=[CH:27][CH:26]=[C:25]([F:29])[C:24]=2[F:30])([CH3:22])[N:21]=1)[CH2:8][O:9][CH2:10][CH2:11][Si:12]([CH3:15])([CH3:14])[CH3:13])([CH3:4])([CH3:3])[CH3:2].[S:33](S([O-])=O)([O-:36])(=O)=[O:34].[K+].[K+].[CH:42]([O-])=O.[Na+].C1(P(C2C=CC=CC=2)C2C=CC=CC=2)C=CC=CC=1.N1C2C(=CC=C3C=2N=CC=C3)C=CC=1.CI, predict the reaction product. The product is: [C:1]([O:5][C:6](=[O:32])[N:7]([C:16]1[S:17][C:18]([S:33]([CH3:42])(=[O:36])=[O:34])=[CH:19][C@:20]([C:23]2[CH:28]=[CH:27][CH:26]=[C:25]([F:29])[C:24]=2[F:30])([CH3:22])[N:21]=1)[CH2:8][O:9][CH2:10][CH2:11][Si:12]([CH3:15])([CH3:14])[CH3:13])([CH3:4])([CH3:3])[CH3:2]. (5) The product is: [N+:20]([C:3]1[CH:4]=[C:5]([N:8]2[CH:12]=[N:11][CH:10]=[N:9]2)[CH:6]=[CH:7][C:2]=1[NH:1][C:13](=[O:16])[CH3:14])([O-:22])=[O:21]. Given the reactants [NH2:1][C:2]1[CH:7]=[CH:6][C:5]([N:8]2[CH:12]=[N:11][CH:10]=[N:9]2)=[CH:4][CH:3]=1.[C:13]([O:16]C(=O)C)(=O)[CH3:14].[N+:20]([O-])([OH:22])=[O:21], predict the reaction product. (6) Given the reactants [NH2:1][C:2]1[CH:3]=[CH:4][C:5]2[O:9][CH2:8][C:7](=[O:10])[C:6]=2[CH:11]=1.[CH3:12][N:13]([CH3:23])[C:14]1[CH:19]=[CH:18][C:17]([N:20]=[C:21]=[O:22])=[CH:16][CH:15]=1.C(N(CC)CC)C, predict the reaction product. The product is: [CH3:12][N:13]([CH3:23])[C:14]1[CH:19]=[CH:18][C:17]([NH:20][C:21]([NH:1][C:2]2[CH:3]=[CH:4][C:5]3[O:9][CH2:8][C:7](=[O:10])[C:6]=3[CH:11]=2)=[O:22])=[CH:16][CH:15]=1. (7) Given the reactants Cl[C:2]1[CH:7]=[C:6]([O:8][C:9]2[CH:15]=[CH:14][C:12]([NH2:13])=[CH:11][C:10]=2[F:16])[CH:5]=[CH:4][N:3]=1.CC1(C)C(C)(C)OB([C:25]2[CH:26]=[N:27][NH:28][CH:29]=2)O1.C(=O)([O-])[O-].[Na+].[Na+], predict the reaction product. The product is: [NH:27]1[CH:26]=[C:25]([C:2]2[CH:7]=[C:6]([O:8][C:9]3[CH:15]=[CH:14][C:12]([NH2:13])=[CH:11][C:10]=3[F:16])[CH:5]=[CH:4][N:3]=2)[CH:29]=[N:28]1. (8) Given the reactants [CH3:1][O:2][CH2:3][CH2:4][CH2:5][CH2:6][C:7]([CH:9]1[C:14](=[O:15])[O:13][C:12]([CH3:17])(C)O[C:10]1=O)=[O:8].OCC[C:22]#[N:23].C(=O)=O.[N+:27]([C:30]1[CH:37]=[CH:36][C:33](C=O)=[CH:32][CH:31]=1)([O-:29])=[O:28].N1CCCCC1.C(O)(=O)C, predict the reaction product. The product is: [C:22]([CH2:17][CH2:12][O:13][C:14](=[O:15])[C:9](=[CH:10][C:33]1[CH:36]=[CH:37][C:30]([N+:27]([O-:29])=[O:28])=[CH:31][CH:32]=1)[C:7](=[O:8])[CH2:6][CH2:5][CH2:4][CH2:3][O:2][CH3:1])#[N:23].